This data is from Full USPTO retrosynthesis dataset with 1.9M reactions from patents (1976-2016). The task is: Predict the reactants needed to synthesize the given product. Given the product [CH2:1]([O:3][C:4](=[O:18])[C:5]1[CH:10]=[CH:9][C:8]([CH2:11][N:28]2[CH2:29][CH2:30][CH2:31][C@@H:26]([NH:25][C:24]([O:23][C:19]([CH3:22])([CH3:21])[CH3:20])=[O:32])[CH2:27]2)=[C:7]([O:13][C:14]([F:17])([F:16])[F:15])[CH:6]=1)[CH3:2], predict the reactants needed to synthesize it. The reactants are: [CH2:1]([O:3][C:4](=[O:18])[C:5]1[CH:10]=[CH:9][C:8]([CH:11]=O)=[C:7]([O:13][C:14]([F:17])([F:16])[F:15])[CH:6]=1)[CH3:2].[C:19]([O:23][C:24](=[O:32])[NH:25][C@@H:26]1[CH2:31][CH2:30][CH2:29][NH:28][CH2:27]1)([CH3:22])([CH3:21])[CH3:20].